From a dataset of Reaction yield outcomes from USPTO patents with 853,638 reactions. Predict the reaction yield, written as a fraction of the theoretical maximum amount of product (1.0 means a 100% yield; for example, 0.34 means a 34% yield). (1) The reactants are [C:1]([O:4][C:5]1[CH:13]=[CH:12][C:11]([NH:14]C(OC(C)(C)C)=O)=[CH:10][C:6]=1[C:7]([OH:9])=[O:8])(=[O:3])[CH3:2]. The catalyst is C(O)(C(F)(F)F)=O.C(Cl)Cl. The product is [C:1]([O:4][C:5]1[CH:13]=[CH:12][C:11]([NH2:14])=[CH:10][C:6]=1[C:7]([OH:9])=[O:8])(=[O:3])[CH3:2]. The yield is 0.970. (2) The reactants are [CH:1]([C:4]1[CH:9]=[CH:8][C:7]([CH:10]2[C:14]3[C:15]([CH3:28])=[C:16]([NH:20][C:21](=[O:27])[CH2:22][C:23]([CH3:26])([CH3:25])[CH3:24])[C:17]([CH3:19])=[CH:18][C:13]=3[S:12][CH2:11]2)=[CH:6][CH:5]=1)([CH3:3])[CH3:2].CCCCCC.[C:35](OCC)(=[O:37])[CH3:36]. No catalyst specified. The product is [C:35]([C:18]1[C:13]2[S:12][CH2:11][CH:10]([C:7]3[CH:6]=[CH:5][C:4]([CH:1]([CH3:2])[CH3:3])=[CH:9][CH:8]=3)[C:14]=2[C:15]([CH3:28])=[C:16]([NH:20][C:21](=[O:27])[CH2:22][C:23]([CH3:26])([CH3:25])[CH3:24])[C:17]=1[CH3:19])(=[O:37])[CH3:36]. The yield is 0.690. (3) The reactants are [CH:1]1([C:7]2[C:17]3[O:16][CH2:15][CH2:14][N:13](C(OC(C)(C)C)=O)[CH2:12][C:11]=3[CH:10]=[CH:9][CH:8]=2)[CH2:6][CH2:5][CH2:4][CH2:3][CH2:2]1.C(OCC)(=O)C.[ClH:31]. The catalyst is C(OCC)(=O)C. The product is [ClH:31].[CH:1]1([C:7]2[C:17]3[O:16][CH2:15][CH2:14][NH:13][CH2:12][C:11]=3[CH:10]=[CH:9][CH:8]=2)[CH2:2][CH2:3][CH2:4][CH2:5][CH2:6]1. The yield is 0.926. (4) The reactants are [CH:1]1([N:6]2[C:10]3[N:11]=[C:12]([NH:15][C:16]4[CH:24]=[CH:23][C:19]([C:20]([OH:22])=O)=[CH:18][N:17]=4)[N:13]=[CH:14][C:9]=3[CH:8]=[C:7]2[C:25](=[O:29])[N:26]([CH3:28])[CH3:27])[CH2:5][CH2:4][CH2:3][CH2:2]1.[C:30]([O:34][C:35]([N:37]1[CH:43]2[CH2:44][O:45][CH2:46][CH:38]1[CH2:39][NH:40][CH2:41][CH2:42]2)=[O:36])([CH3:33])([CH3:32])[CH3:31]. No catalyst specified. The product is [C:30]([O:34][C:35]([N:37]1[CH:43]2[CH2:44][O:45][CH2:46][CH:38]1[CH2:39][N:40]([C:20]([C:19]1[CH:18]=[N:17][C:16]([NH:15][C:12]3[N:13]=[CH:14][C:9]4[CH:8]=[C:7]([C:25](=[O:29])[N:26]([CH3:27])[CH3:28])[N:6]([CH:1]5[CH2:5][CH2:4][CH2:3][CH2:2]5)[C:10]=4[N:11]=3)=[CH:24][CH:23]=1)=[O:22])[CH2:41][CH2:42]2)=[O:36])([CH3:33])([CH3:31])[CH3:32]. The yield is 0.590. (5) The reactants are [CH:1]1([C:6]2([CH3:13])[C:10](=[O:11])[NH:9][N:8]=[C:7]2[CH3:12])[CH2:5][CH2:4][CH2:3][CH2:2]1.Br[CH2:15][C:16]([C:18]1[CH:23]=[CH:22][CH:21]=[CH:20][CH:19]=1)=[O:17]. No catalyst specified. The product is [CH:1]1([C:6]2([CH3:13])[C:10](=[O:11])[N:9]([CH2:15][C:16](=[O:17])[C:18]3[CH:23]=[CH:22][CH:21]=[CH:20][CH:19]=3)[N:8]=[C:7]2[CH3:12])[CH2:2][CH2:3][CH2:4][CH2:5]1. The yield is 0.260. (6) The reactants are Br[CH2:2][C:3]1[N:4]([CH3:15])[N:5]=[C:6]2[C:11]=1[CH:10]=[CH:9][C:8]([N+:12]([O-:14])=[O:13])=[CH:7]2.[OH-:16].[Na+]. The catalyst is CC#N.O. The product is [CH3:15][N:4]1[C:3]([CH2:2][OH:16])=[C:11]2[C:6]([CH:7]=[C:8]([N+:12]([O-:14])=[O:13])[CH:9]=[CH:10]2)=[N:5]1. The yield is 0.330.